From a dataset of Reaction yield outcomes from USPTO patents with 853,638 reactions. Predict the reaction yield, written as a fraction of the theoretical maximum amount of product (1.0 means a 100% yield; for example, 0.34 means a 34% yield). (1) The reactants are [N+:1]([C:4]1[C:5]([CH2:14]O)=[C:6]2[C:11](=[CH:12][CH:13]=1)[N:10]=[CH:9][CH:8]=[CH:7]2)([O-:3])=[O:2].C([O-])([O-])=O.[K+].[K+].[BrH:22]. No catalyst specified. The product is [Br:22][CH2:14][C:5]1[C:4]([N+:1]([O-:3])=[O:2])=[CH:13][CH:12]=[C:11]2[C:6]=1[CH:7]=[CH:8][CH:9]=[N:10]2. The yield is 0.840. (2) The reactants are [CH2:1]1[O:9][C:8]2[CH:7]=[CH:6][C:5]([CH2:10][CH2:11][C:12]([OH:14])=O)=[CH:4][C:3]=2[O:2]1.CN1CCOCC1.C(OC(Cl)=O)C(C)C.[NH2:30][C:31]1[CH:40]=[CH:39][C:34]([C:35]([O:37][CH3:38])=[O:36])=[CH:33][CH:32]=1. The catalyst is C1COCC1.CCOCC. The product is [O:9]1[C:8]2[CH:7]=[CH:6][C:5]([CH2:10][CH2:11][C:12]([NH:30][C:31]3[CH:32]=[CH:33][C:34]([C:35]([O:37][CH3:38])=[O:36])=[CH:39][CH:40]=3)=[O:14])=[CH:4][C:3]=2[O:2][CH2:1]1. The yield is 0.620. (3) The reactants are [OH:1][C@H:2]1[CH2:6][CH2:5][NH:4][C@@H:3]1[C:7]([NH:9][C:10]1[CH:15]=[CH:14][C:13]([CH2:16][CH2:17][CH2:18][CH2:19][CH2:20][CH2:21][CH2:22][CH3:23])=[CH:12][CH:11]=1)=O.ClC(Cl)C.[H-].[Al+3].[Li+].[H-].[H-].[H-]. No catalyst specified. The product is [CH2:16]([C:13]1[CH:12]=[CH:11][C:10]([NH:9][CH2:7][C@@H:3]2[C@@H:2]([OH:1])[CH2:6][CH2:5][NH:4]2)=[CH:15][CH:14]=1)[CH2:17][CH2:18][CH2:19][CH2:20][CH2:21][CH2:22][CH3:23]. The yield is 0.870.